This data is from Reaction yield outcomes from USPTO patents with 853,638 reactions. The task is: Predict the reaction yield, written as a fraction of the theoretical maximum amount of product (1.0 means a 100% yield; for example, 0.34 means a 34% yield). (1) The reactants are Br[C:2]1[CH:3]=[C:4]([NH:11][C:12](=[O:14])[CH3:13])[CH:5]=[C:6]([N+:8]([O-:10])=[O:9])[CH:7]=1.N#N.[F:17][C:18]1[CH:19]=[C:20](B(O)O)[CH:21]=[CH:22][C:23]=1[F:24].C(=O)([O-])[O-].[Na+].[Na+]. The catalyst is COCCOC.C1C=CC(P(C2C=CC=CC=2)[C-]2C=CC=C2)=CC=1.C1C=CC(P(C2C=CC=CC=2)[C-]2C=CC=C2)=CC=1.Cl[Pd]Cl.[Fe+2]. The product is [F:17][C:18]1[CH:19]=[C:20]([C:2]2[CH:7]=[C:6]([N+:8]([O-:10])=[O:9])[CH:5]=[C:4]([NH:11][C:12](=[O:14])[CH3:13])[CH:3]=2)[CH:21]=[CH:22][C:23]=1[F:24]. The yield is 0.760. (2) The reactants are [CH2:1]([N:3](CC)CC)C.[CH2:8]([OH:10])[CH3:9].[CH3:11][C:12]1[C:16]([C:17]2[C:26]3[O:25][CH2:24][C@H:23]([C:27]4[CH:32]=[CH:31][CH:30]=[CH:29][N:28]=4)[N:22]4[C:33]([N:35]5[CH2:39][CH2:38][C@@H:37]([NH:40][CH3:41])[CH2:36]5)=[N:34][C:20]([C:21]=34)=[CH:19][CH:18]=2)=[C:15]([CH3:42])[O:14][N:13]=1.O=C1CCC(=O)N1OC(=O)CC#N. The product is [C:1]([CH2:9][C:8]([N:40]([C@@H:37]1[CH2:38][CH2:39][N:35]([C:33]2[N:22]3[C@@H:23]([C:27]4[CH:32]=[CH:31][CH:30]=[CH:29][N:28]=4)[CH2:24][O:25][C:26]4=[C:21]3[C:20](=[CH:19][CH:18]=[C:17]4[C:16]3[C:12]([CH3:11])=[N:13][O:14][C:15]=3[CH3:42])[N:34]=2)[CH2:36]1)[CH3:41])=[O:10])#[N:3]. The catalyst is C(Cl)Cl.CO. The yield is 0.140. (3) The reactants are [CH3:1][C:2]([CH3:62])([CH3:61])[C@H:3]([N:45]1[CH2:49][CH2:48][N:47]([CH2:50][C:51]2[CH:56]=[CH:55][CH:54]=[C:53]([N+:57]([O-])=O)[CH:52]=2)[C:46]1=[O:60])[C:4]([NH:6][C@@H:7]([CH2:38][C:39]1[CH:44]=[CH:43][CH:42]=[CH:41][CH:40]=1)[C@@H:8]([OH:37])[CH2:9][C@@H:10]([NH:24][C:25]([C@@H:27]([NH:32][C:33](=[O:36])[O:34][CH3:35])[C:28]([CH3:31])([CH3:30])[CH3:29])=[O:26])[CH2:11][C:12]1[CH:17]=[CH:16][C:15]([C:18]2[CH:23]=[CH:22][CH:21]=[CH:20][N:19]=2)=[CH:14][CH:13]=1)=[O:5]. The catalyst is C(O)C.[Pd]. The product is [NH2:57][C:53]1[CH:52]=[C:51]([CH:56]=[CH:55][CH:54]=1)[CH2:50][N:47]1[CH2:48][CH2:49][N:45]([C@@H:3]([C:2]([CH3:61])([CH3:1])[CH3:62])[C:4]([NH:6][C@@H:7]([CH2:38][C:39]2[CH:44]=[CH:43][CH:42]=[CH:41][CH:40]=2)[C@@H:8]([OH:37])[CH2:9][C@@H:10]([NH:24][C:25]([C@@H:27]([NH:32][C:33](=[O:36])[O:34][CH3:35])[C:28]([CH3:31])([CH3:30])[CH3:29])=[O:26])[CH2:11][C:12]2[CH:13]=[CH:14][C:15]([C:18]3[CH:23]=[CH:22][CH:21]=[CH:20][N:19]=3)=[CH:16][CH:17]=2)=[O:5])[C:46]1=[O:60]. The yield is 0.470.